From a dataset of Full USPTO retrosynthesis dataset with 1.9M reactions from patents (1976-2016). Predict the reactants needed to synthesize the given product. (1) Given the product [Cl:1][C:2]1[C:7]([Cl:8])=[C:6]([C:9]([OH:18])([C:10]([F:13])([F:11])[F:12])[C:14]([F:15])([F:17])[F:16])[CH:5]=[CH:4][C:3]=1[C:19]1[S:23][C:22]([C:24]([O-:26])=[O:25])=[N:21][C:20]=1[C:29](=[O:35])[N:30]([CH2:33][CH3:34])[CH2:31][CH3:32].[Li+:43], predict the reactants needed to synthesize it. The reactants are: [Cl:1][C:2]1[C:7]([Cl:8])=[C:6]([C:9]([OH:18])([C:14]([F:17])([F:16])[F:15])[C:10]([F:13])([F:12])[F:11])[CH:5]=[CH:4][C:3]=1[C:19]1[S:23][C:22]([C:24]([O:26]CC)=[O:25])=[N:21][C:20]=1[C:29](=[O:35])[N:30]([CH2:33][CH3:34])[CH2:31][CH3:32].C1COCC1.O.O[Li:43].O. (2) The reactants are: [Br:1][C:2]1[CH:7]=[CH:6][C:5]([NH:8][C:9]2[C:10]([NH2:15])=[CH:11][CH:12]=[CH:13][CH:14]=2)=[CH:4][CH:3]=1.[N:16]#[C:17]Br. Given the product [Br:1][C:2]1[CH:7]=[CH:6][C:5]([N:8]2[C:9]3[CH:14]=[CH:13][CH:12]=[CH:11][C:10]=3[N:15]=[C:17]2[NH2:16])=[CH:4][CH:3]=1, predict the reactants needed to synthesize it.